Dataset: Catalyst prediction with 721,799 reactions and 888 catalyst types from USPTO. Task: Predict which catalyst facilitates the given reaction. Reactant: [Si]([O:18][CH2:19][C@@H:20]([N:48]([CH2:61][CH2:62][CH:63]([CH3:65])[CH3:64])[S:49]([C:52]1[CH:57]=[CH:56][C:55]([N+:58]([O-:60])=[O:59])=[CH:54][CH:53]=1)(=[O:51])=[O:50])[CH2:21][CH2:22][CH:23]([F:47])[CH2:24][NH:25][C:26](=[O:46])[C@H:27]([CH:33]([C:40]1[CH:45]=[CH:44][CH:43]=[CH:42][CH:41]=1)[C:34]1[CH:39]=[CH:38][CH:37]=[CH:36][CH:35]=1)[NH:28][C:29]([O:31][CH3:32])=[O:30])(C(C)(C)C)(C1C=CC=CC=1)C1C=CC=CC=1.CCCC[N+](CCCC)(CCCC)CCCC.[F-]. Product: [F:47][CH:23]([CH2:22][CH2:21][C@H:20]([N:48]([CH2:61][CH2:62][CH:63]([CH3:65])[CH3:64])[S:49]([C:52]1[CH:57]=[CH:56][C:55]([N+:58]([O-:60])=[O:59])=[CH:54][CH:53]=1)(=[O:51])=[O:50])[CH2:19][OH:18])[CH2:24][NH:25][C:26](=[O:46])[C@H:27]([CH:33]([C:40]1[CH:45]=[CH:44][CH:43]=[CH:42][CH:41]=1)[C:34]1[CH:35]=[CH:36][CH:37]=[CH:38][CH:39]=1)[NH:28][C:29]([O:31][CH3:32])=[O:30]. The catalyst class is: 1.